Dataset: hERG potassium channel inhibition data for cardiac toxicity prediction from Karim et al.. Task: Regression/Classification. Given a drug SMILES string, predict its toxicity properties. Task type varies by dataset: regression for continuous values (e.g., LD50, hERG inhibition percentage) or binary classification for toxic/non-toxic outcomes (e.g., AMES mutagenicity, cardiotoxicity, hepatotoxicity). Dataset: herg_karim. The drug is CN1C[C@@H]2C[C@H]1CN2c1cnc(-c2ccccc2)cn1. The result is 0 (non-blocker).